From a dataset of TCR-epitope binding with 47,182 pairs between 192 epitopes and 23,139 TCRs. Binary Classification. Given a T-cell receptor sequence (or CDR3 region) and an epitope sequence, predict whether binding occurs between them. (1) The epitope is RLFRKSNLK. The TCR CDR3 sequence is CASSLDMRTSNEQFF. Result: 0 (the TCR does not bind to the epitope). (2) The epitope is FTISVTTEIL. The TCR CDR3 sequence is CASSLTSSNEQFF. Result: 1 (the TCR binds to the epitope).